Regression. Given a peptide amino acid sequence and an MHC pseudo amino acid sequence, predict their binding affinity value. This is MHC class I binding data. From a dataset of Peptide-MHC class I binding affinity with 185,985 pairs from IEDB/IMGT. (1) The peptide sequence is VFAQVKQMYK. The MHC is HLA-A11:01 with pseudo-sequence HLA-A11:01. The binding affinity (normalized) is 0.621. (2) The peptide sequence is HSSVAGGLW. The MHC is HLA-B15:01 with pseudo-sequence HLA-B15:01. The binding affinity (normalized) is 0.0847. (3) The peptide sequence is SCMVNHSTY. The MHC is HLA-A24:02 with pseudo-sequence HLA-A24:02. The binding affinity (normalized) is 0. (4) The peptide sequence is TMRDDLPLV. The MHC is HLA-A02:01 with pseudo-sequence HLA-A02:01. The binding affinity (normalized) is 0.620. (5) The peptide sequence is YPKCDLVEL. The MHC is HLA-B44:02 with pseudo-sequence HLA-B44:02. The binding affinity (normalized) is 0.0847. (6) The peptide sequence is SFPWLLGCAA. The MHC is Patr-A0701 with pseudo-sequence Patr-A0701. The binding affinity (normalized) is 0.853.